Task: Predict the reaction yield, written as a fraction of the theoretical maximum amount of product (1.0 means a 100% yield; for example, 0.34 means a 34% yield).. Dataset: Reaction yield outcomes from USPTO patents with 853,638 reactions (1) The reactants are Br[CH2:2][C:3]1[CH:8]=[CH:7][CH:6]=[CH:5][CH:4]=1.C(=O)([O-])[O-].[Cs+].[Cs+].[Cl:15][C:16]1[CH:17]=[C:18]([OH:25])[C:19]([N+:22]([O-:24])=[O:23])=[N:20][CH:21]=1. The catalyst is CN(C=O)C. The product is [CH2:2]([O:25][C:18]1[C:19]([N+:22]([O-:24])=[O:23])=[N:20][CH:21]=[C:16]([Cl:15])[CH:17]=1)[C:3]1[CH:8]=[CH:7][CH:6]=[CH:5][CH:4]=1. The yield is 0.910. (2) The reactants are Cl.[C:2]1([C:13]2[CH:18]=[CH:17][CH:16]=[CH:15][CH:14]=2)[CH:7]=[CH:6][C:5]([O:8][CH:9]2[CH2:12][NH:11][CH2:10]2)=[CH:4][CH:3]=1.C(N(CC)CC)C.[CH:26]1[CH:31]=[N:30][CH:29]=[C:28]([N:32]=[C:33]=[O:34])[CH:27]=1. The catalyst is ClCCl. The product is [N:30]1[CH:31]=[CH:26][CH:27]=[C:28]([NH:32][C:33]([N:11]2[CH2:12][CH:9]([O:8][C:5]3[CH:6]=[CH:7][C:2]([C:13]4[CH:18]=[CH:17][CH:16]=[CH:15][CH:14]=4)=[CH:3][CH:4]=3)[CH2:10]2)=[O:34])[CH:29]=1. The yield is 0.360. (3) The reactants are [O:1]1[C:5]2[CH:6]=[CH:7][C:8]([C:10](Cl)=[O:11])=[CH:9][C:4]=2[O:3][CH2:2]1.[NH2:13][C@@H:14]([C:19]([OH:21])=[O:20])[CH2:15][CH:16]([CH3:18])[CH3:17]. No catalyst specified. The product is [O:3]1[C:4]2[CH:9]=[C:8]([C:10]([NH:13][C@H:14]([CH2:15][CH:16]([CH3:18])[CH3:17])[C:19]([OH:21])=[O:20])=[O:11])[CH:7]=[CH:6][C:5]=2[O:1][CH2:2]1. The yield is 0.550. (4) The reactants are [CH2:1]([C:3]1([CH2:19][CH3:20])[C:11]2[C:6](=[CH:7][CH:8]=[C:9]([N+:12]([O-])=O)[CH:10]=2)[N:5]([CH:15]([CH3:17])[CH3:16])[C:4]1=[O:18])[CH3:2]. The catalyst is CO.O1CCCC1.[Pd]. The product is [NH2:12][C:9]1[CH:10]=[C:11]2[C:6](=[CH:7][CH:8]=1)[N:5]([CH:15]([CH3:16])[CH3:17])[C:4](=[O:18])[C:3]2([CH2:19][CH3:20])[CH2:1][CH3:2]. The yield is 0.860. (5) The reactants are Br[C:2]1[C:3]([F:19])=[CH:4][C:5]2[O:11][CH2:10][CH2:9][N:8]3[CH:12]=[C:13]([C:15]([NH2:17])=[O:16])[N:14]=[C:7]3[C:6]=2[CH:18]=1.[F:20][CH2:21][C:22]([CH2:26][F:27])([OH:25])[C:23]#[CH:24]. No catalyst specified. The product is [F:19][C:3]1[C:2]([C:24]#[C:23][C:22]([CH2:26][F:27])([OH:25])[CH2:21][F:20])=[CH:18][C:6]2[C:7]3[N:8]([CH:12]=[C:13]([C:15]([NH2:17])=[O:16])[N:14]=3)[CH2:9][CH2:10][O:11][C:5]=2[CH:4]=1. The yield is 0.180.